Task: Predict the product of the given reaction.. Dataset: Forward reaction prediction with 1.9M reactions from USPTO patents (1976-2016) (1) Given the reactants Br[CH2:2][C:3]([O:5][CH3:6])=[O:4].C(=O)([O-])[O-].[K+].[K+].CN(C)C=O.[Cl:18][C:19]1[CH:24]=[C:23]([O:25][CH3:26])[CH:22]=[CH:21][C:20]=1[C:27]1[NH:32][C:31](=[O:33])[C:30]2=[C:34]([CH:38]([CH2:41][CH3:42])[CH2:39][CH3:40])[CH:35]=[C:36]([CH3:37])[N:29]2[N:28]=1, predict the reaction product. The product is: [Cl:18][C:19]1[CH:24]=[C:23]([O:25][CH3:26])[CH:22]=[CH:21][C:20]=1[C:27]1[N:32]([CH2:2][C:3]([O:5][CH3:6])=[O:4])[C:31](=[O:33])[C:30]2=[C:34]([CH:38]([CH2:41][CH3:42])[CH2:39][CH3:40])[CH:35]=[C:36]([CH3:37])[N:29]2[N:28]=1. (2) The product is: [Cl:27][C:28]1[S:32][C:31]([C:33]2[O:37][N:36]=[C:35]([CH2:38][N:9]3[C:8]4[C:24]([CH3:26])=[CH:25][C:5]([C:3]([OH:2])=[O:4])=[CH:6][C:7]=4[N:11]=[C:10]3[C:12](=[O:23])[NH:13][CH:14]3[CH2:19][CH2:18][N:17]([CH:20]4[CH2:22][CH2:21]4)[CH2:16][CH2:15]3)[CH:34]=2)=[CH:30][CH:29]=1.[Cl:27][C:28]1[S:32][C:31]([C:33]2[O:37][N:36]=[C:35]([CH2:38][N:11]3[C:7]4[CH:6]=[C:5]([C:3]([OH:2])=[O:4])[CH:25]=[C:24]([CH3:26])[C:8]=4[N:9]=[C:10]3[C:12](=[O:23])[NH:13][CH:14]3[CH2:19][CH2:18][N:17]([CH:20]4[CH2:21][CH2:22]4)[CH2:16][CH2:15]3)[CH:34]=2)=[CH:30][CH:29]=1. Given the reactants C[O:2][C:3]([C:5]1[CH:25]=[C:24]([CH3:26])[C:8]2[NH:9][C:10]([C:12](=[O:23])[NH:13][CH:14]3[CH2:19][CH2:18][N:17]([CH:20]4[CH2:22][CH2:21]4)[CH2:16][CH2:15]3)=[N:11][C:7]=2[CH:6]=1)=[O:4].[Cl:27][C:28]1[S:32][C:31]([C:33]2[O:37][N:36]=[C:35]([CH2:38]OS(C)(=O)=O)[CH:34]=2)=[CH:30][CH:29]=1, predict the reaction product. (3) Given the reactants [CH3:1][C@H:2]1[N:7]([CH2:8][CH2:9][O:10][C:11]2[CH:16]=[CH:15][CH:14]=[CH:13][CH:12]=2)[C@@H:6]([C:17]([O:19]CC)=[O:18])[CH2:5][CH2:4][CH2:3]1.[OH-].[Na+:23], predict the reaction product. The product is: [CH3:1][C@H:2]1[N:7]([CH2:8][CH2:9][O:10][C:11]2[CH:12]=[CH:13][CH:14]=[CH:15][CH:16]=2)[C@@H:6]([C:17]([O-:19])=[O:18])[CH2:5][CH2:4][CH2:3]1.[Na+:23]. (4) Given the reactants [Cl-].[CH3:2][O:3][CH2:4][P+](C1C=CC=CC=1)(C1C=CC=CC=1)C1C=CC=CC=1.[Li]CCCC.[O:29]1[C:33]2([CH2:38][CH2:37][C:36](=O)[CH2:35][CH2:34]2)[O:32][CH2:31][CH2:30]1, predict the reaction product. The product is: [CH3:2][O:3][CH:4]=[C:36]1[CH2:37][CH2:38][C:33]2([O:32][CH2:31][CH2:30][O:29]2)[CH2:34][CH2:35]1. (5) Given the reactants [CH3:1][S:2](Cl)(=[O:4])=[O:3].[CH2:6]([O:8][C:9]1[CH:14]=[CH:13][C:12]([C:15]2[CH:20]=[CH:19][C:18]([CH2:21][CH2:22][OH:23])=[CH:17][CH:16]=2)=[C:11]([F:24])[C:10]=1[F:25])[CH3:7].C(N(CC)CC)C, predict the reaction product. The product is: [CH3:1][S:2]([O:23][CH2:22][CH2:21][C:18]1[CH:19]=[CH:20][C:15]([C:12]2[CH:13]=[CH:14][C:9]([O:8][CH2:6][CH3:7])=[C:10]([F:25])[C:11]=2[F:24])=[CH:16][CH:17]=1)(=[O:4])=[O:3]. (6) The product is: [N:19]1([CH2:18][CH2:17][N:2]2[CH:3]=[C:4]([B:6]3[O:7][C:8]([CH3:9])([CH3:10])[C:11]([CH3:13])([CH3:12])[O:14]3)[CH:5]=[N:1]2)[CH2:23][CH2:22][CH2:21][CH2:20]1. Given the reactants [NH:1]1[CH:5]=[C:4]([B:6]2[O:14][C:11]([CH3:13])([CH3:12])[C:8]([CH3:10])([CH3:9])[O:7]2)[CH:3]=[N:2]1.Cl.Cl[CH2:17][CH2:18][N:19]1[CH2:23][CH2:22][CH2:21][CH2:20]1, predict the reaction product.